From a dataset of Peptide-MHC class II binding affinity with 134,281 pairs from IEDB. Regression. Given a peptide amino acid sequence and an MHC pseudo amino acid sequence, predict their binding affinity value. This is MHC class II binding data. (1) The peptide sequence is GSVTKQDELQAAISKLGI. The MHC is DRB1_0101 with pseudo-sequence DRB1_0101. The binding affinity (normalized) is 0.252. (2) The peptide sequence is TPEGIIPALFEPERE. The MHC is DRB1_0405 with pseudo-sequence DRB1_0405. The binding affinity (normalized) is 0.0920.